This data is from Catalyst prediction with 721,799 reactions and 888 catalyst types from USPTO. The task is: Predict which catalyst facilitates the given reaction. (1) Reactant: [CH3:1][O:2][C:3](=[O:22])[CH:4]([NH:14][C:15]([O:17][C:18]([CH3:21])([CH3:20])[CH3:19])=[O:16])[CH2:5][C:6]1[CH:11]=[CH:10][C:9]([OH:12])=[CH:8][C:7]=1[F:13].C([O-])([O-])=O.[K+].[K+].[CH:29]([C:32]1[N:36]=[C:35]([N:37]2[CH2:42][CH2:41][CH:40]([CH2:43][CH2:44][CH2:45]OS(C)(=O)=O)[CH2:39][CH2:38]2)[O:34][N:33]=1)([CH3:31])[CH3:30].[NH4+].[Cl-]. Product: [CH3:1][O:2][C:3](=[O:22])[CH:4]([NH:14][C:15]([O:17][C:18]([CH3:19])([CH3:21])[CH3:20])=[O:16])[CH2:5][C:6]1[CH:11]=[CH:10][C:9]([O:12][CH2:45][CH2:44][CH2:43][CH:40]2[CH2:41][CH2:42][N:37]([C:35]3[O:34][N:33]=[C:32]([CH:29]([CH3:30])[CH3:31])[N:36]=3)[CH2:38][CH2:39]2)=[CH:8][C:7]=1[F:13]. The catalyst class is: 18. (2) Reactant: [C:1]([O:9][CH2:10][CH2:11][O:12][CH2:13][CH2:14][N:15]1[C:23]2[C:22](OC3C=CC=CC=3)=[N:21][CH:20]=[N:19][C:18]=2[CH:17]=[C:16]1[CH3:31])(=[O:8])[C:2]1[CH:7]=[CH:6][CH:5]=[CH:4][CH:3]=1.[Cl:32][C:33]1[CH:34]=[C:35]([CH:37]=[CH:38][C:39]=1[O:40][CH2:41][C:42]1[CH:47]=[CH:46][CH:45]=[C:44]([F:48])[CH:43]=1)[NH2:36].Cl.N1C=CC=CC=1.C1(O)C=CC=CC=1. Product: [C:1]([O:9][CH2:10][CH2:11][O:12][CH2:13][CH2:14][N:15]1[C:23]2[C:22]([NH:36][C:35]3[CH:37]=[CH:38][C:39]([O:40][CH2:41][C:42]4[CH:47]=[CH:46][CH:45]=[C:44]([F:48])[CH:43]=4)=[C:33]([Cl:32])[CH:34]=3)=[N:21][CH:20]=[N:19][C:18]=2[CH:17]=[C:16]1[CH3:31])(=[O:8])[C:2]1[CH:3]=[CH:4][CH:5]=[CH:6][CH:7]=1. The catalyst class is: 4. (3) Reactant: [ClH:1].O1CCOCC1.[CH2:8]([O:15][C:16]1[CH:21]=[CH:20][N:19]([C:22]2[CH:23]=[N:24][C:25]([N:28]3[CH2:32][C@@H:31]4[CH2:33][N:34](C(OC(C)(C)C)=O)[CH2:35][C@@H:30]4[CH2:29]3)=[CH:26][CH:27]=2)[C:18](=[O:43])[CH:17]=1)[C:9]1[CH:14]=[CH:13][CH:12]=[CH:11][CH:10]=1. Product: [ClH:1].[ClH:1].[CH2:8]([O:15][C:16]1[CH:21]=[CH:20][N:19]([C:22]2[CH:23]=[N:24][C:25]([N:28]3[CH2:29][C@@H:30]4[C@@H:31]([CH2:33][NH:34][CH2:35]4)[CH2:32]3)=[CH:26][CH:27]=2)[C:18](=[O:43])[CH:17]=1)[C:9]1[CH:10]=[CH:11][CH:12]=[CH:13][CH:14]=1. The catalyst class is: 4.